This data is from Full USPTO retrosynthesis dataset with 1.9M reactions from patents (1976-2016). The task is: Predict the reactants needed to synthesize the given product. (1) Given the product [NH:13]1[C:14]2[CH:19]=[CH:18][CH:17]=[CH:16][C:15]=2[N:11]=[C:12]1[C@H:8]([NH:9][C:10](=[O:20])[NH:23][C@@H:24]1[C@@H:28]([F:29])[CH2:27][N:26]([C:30]([O:32][C:33]([CH3:36])([CH3:35])[CH3:34])=[O:31])[CH2:25]1)[CH2:7][C:6]1[CH:21]=[CH:22][C:3]([O:2][CH3:1])=[CH:4][CH:5]=1, predict the reactants needed to synthesize it. The reactants are: [CH3:1][O:2][C:3]1[CH:22]=[CH:21][C:6]([CH2:7][C@@H:8]2[C:12]3=[N:13][C:14]4[CH:19]=[CH:18][CH:17]=[CH:16][C:15]=4[N:11]3[C:10](=[O:20])[NH:9]2)=[CH:5][CH:4]=1.[NH2:23][C@H:24]1[C@H:28]([F:29])[CH2:27][N:26]([C:30]([O:32][C:33]([CH3:36])([CH3:35])[CH3:34])=[O:31])[CH2:25]1. (2) Given the product [C:12]1([C:9]2[N:10]=[C:11]3[CH:2]=[CH:3][CH2:4][N:5]([C:24]([O:26][C:27]([CH3:30])([CH3:29])[CH3:28])=[O:25])[C:6]3=[N:7][C:8]=2[C:18]2[CH:23]=[CH:22][CH:21]=[CH:20][CH:19]=2)[CH:13]=[CH:14][CH:15]=[CH:16][CH:17]=1, predict the reactants needed to synthesize it. The reactants are: Br[CH:2]1[C:11]2[C:6](=[N:7][C:8]([C:18]3[CH:23]=[CH:22][CH:21]=[CH:20][CH:19]=3)=[C:9]([C:12]3[CH:17]=[CH:16][CH:15]=[CH:14][CH:13]=3)[N:10]=2)[N:5]([C:24]([O:26][C:27]([CH3:30])([CH3:29])[CH3:28])=[O:25])[CH2:4][CH2:3]1.C1CCN2C(=NCCC2)CC1.